From a dataset of NCI-60 drug combinations with 297,098 pairs across 59 cell lines. Regression. Given two drug SMILES strings and cell line genomic features, predict the synergy score measuring deviation from expected non-interaction effect. (1) Drug 1: C1=CC=C(C=C1)NC(=O)CCCCCCC(=O)NO. Drug 2: CCN(CC)CCNC(=O)C1=C(NC(=C1C)C=C2C3=C(C=CC(=C3)F)NC2=O)C. Cell line: U251. Synergy scores: CSS=21.4, Synergy_ZIP=6.24, Synergy_Bliss=13.6, Synergy_Loewe=-2.66, Synergy_HSA=7.57. (2) Drug 1: CC1CCC2CC(C(=CC=CC=CC(CC(C(=O)C(C(C(=CC(C(=O)CC(OC(=O)C3CCCCN3C(=O)C(=O)C1(O2)O)C(C)CC4CCC(C(C4)OC)OCCO)C)C)O)OC)C)C)C)OC. Drug 2: CN(C(=O)NC(C=O)C(C(C(CO)O)O)O)N=O. Cell line: A498. Synergy scores: CSS=2.87, Synergy_ZIP=-2.84, Synergy_Bliss=-3.35, Synergy_Loewe=-24.8, Synergy_HSA=-1.83. (3) Drug 1: CCC1(C2=C(COC1=O)C(=O)N3CC4=CC5=C(C=CC(=C5CN(C)C)O)N=C4C3=C2)O.Cl. Drug 2: COCCOC1=C(C=C2C(=C1)C(=NC=N2)NC3=CC=CC(=C3)C#C)OCCOC.Cl. Cell line: MCF7. Synergy scores: CSS=16.6, Synergy_ZIP=-2.12, Synergy_Bliss=1.37, Synergy_Loewe=-4.57, Synergy_HSA=0.554. (4) Drug 1: CC1=C(C=C(C=C1)C(=O)NC2=CC(=CC(=C2)C(F)(F)F)N3C=C(N=C3)C)NC4=NC=CC(=N4)C5=CN=CC=C5. Drug 2: C1CN(CCN1C(=O)CCBr)C(=O)CCBr. Cell line: HCT-15. Synergy scores: CSS=17.0, Synergy_ZIP=-2.05, Synergy_Bliss=-0.647, Synergy_Loewe=-1.72, Synergy_HSA=-2.49. (5) Drug 1: CCN(CC)CCCC(C)NC1=C2C=C(C=CC2=NC3=C1C=CC(=C3)Cl)OC. Drug 2: C1CNP(=O)(OC1)N(CCCl)CCCl. Synergy scores: CSS=-0.879, Synergy_ZIP=0.490, Synergy_Bliss=-1.27, Synergy_Loewe=-0.565, Synergy_HSA=-3.61. Cell line: IGROV1. (6) Drug 1: CC1(CCCN1)C2=NC3=C(C=CC=C3N2)C(=O)N. Drug 2: CNC(=O)C1=NC=CC(=C1)OC2=CC=C(C=C2)NC(=O)NC3=CC(=C(C=C3)Cl)C(F)(F)F. Cell line: SW-620. Synergy scores: CSS=69.3, Synergy_ZIP=19.1, Synergy_Bliss=19.7, Synergy_Loewe=1.82, Synergy_HSA=18.2.